From a dataset of Full USPTO retrosynthesis dataset with 1.9M reactions from patents (1976-2016). Predict the reactants needed to synthesize the given product. (1) The reactants are: O[CH2:2][CH:3]([NH:12][C:13]1[CH:18]=[CH:17][C:16]([S:19]([NH2:22])(=[O:21])=[O:20])=[CH:15][C:14]=1[N+:23]([O-:25])=[O:24])[CH2:4][S:5][C:6]1[CH:11]=[CH:10][CH:9]=[CH:8][CH:7]=1.C(N(CC)C(C)C)(C)C.CS(Cl)(=O)=O.[N-:40]=[N+:41]=[N-:42].[Na+].[I-]. Given the product [N:40]([CH2:2][CH:3]([NH:12][C:13]1[CH:18]=[CH:17][C:16]([S:19]([NH2:22])(=[O:21])=[O:20])=[CH:15][C:14]=1[N+:23]([O-:25])=[O:24])[CH2:4][S:5][C:6]1[CH:11]=[CH:10][CH:9]=[CH:8][CH:7]=1)=[N+:41]=[N-:42], predict the reactants needed to synthesize it. (2) Given the product [F:16][C:15]([F:18])([F:17])[C:33]([OH:34])=[O:36].[CH2:22]([N:3]([CH2:1][CH3:2])[CH2:4][CH2:5][N:6]1[C:10]2[CH:11]=[C:12]([C:19]([NH2:20])=[O:34])[CH:13]=[C:14]([C:15]([F:16])([F:17])[F:18])[C:9]=2[N:8]([CH2:27][C:26]2[CH:29]=[CH:30][CH:31]=[CH:32][C:25]=2[F:24])[C:7]1=[O:21])[CH3:23], predict the reactants needed to synthesize it. The reactants are: [CH2:1]([N:3]([CH2:22][CH3:23])[CH2:4][CH2:5][N:6]1[C:10]2[CH:11]=[C:12]([C:19]#[N:20])[CH:13]=[C:14]([C:15]([F:18])([F:17])[F:16])[C:9]=2[NH:8][C:7]1=[O:21])[CH3:2].[F:24][C:25]1[CH:32]=[CH:31][CH:30]=[CH:29][C:26]=1[CH2:27]Cl.[C:33](=[O:36])([O-])[O-:34].[K+].[K+]. (3) Given the product [Cl:3][C:4]1[CH:5]=[C:6]2[C:10](=[C:11]([C:22]([F:24])([F:1])[F:23])[CH:12]=1)[C:9](=[O:14])[N:8]([CH:15]1[CH2:17][CH2:16]1)[CH:7]2[CH3:18], predict the reactants needed to synthesize it. The reactants are: [F-:1].[K+].[Cl:3][C:4]1[CH:5]=[C:6]2[C:10](=[C:11](I)[CH:12]=1)[C:9](=[O:14])[N:8]([CH:15]1[CH2:17][CH2:16]1)[CH:7]2[CH3:18].COC(=O)[C:22](Cl)([F:24])[F:23]. (4) Given the product [CH3:1][O:2][C:3]1[CH:4]=[CH:5][C:6]([C:10]2[CH2:19][CH2:18][C:17]3[C:12](=[CH:13][CH:14]=[C:15]([O:20][CH3:21])[CH:16]=3)[CH:11]=2)=[C:7]([NH:9][CH2:36][C:35]2[CH:34]=[CH:33][C:32]([O:31][CH2:30][CH2:29][N:23]3[CH2:28][CH2:27][CH2:26][CH2:25][CH2:24]3)=[CH:40][CH:39]=2)[CH:8]=1, predict the reactants needed to synthesize it. The reactants are: [CH3:1][O:2][C:3]1[CH:4]=[CH:5][C:6]([C:10]2[CH2:19][CH2:18][C:17]3[C:12](=[CH:13][CH:14]=[C:15]([O:20][CH3:21])[CH:16]=3)[CH:11]=2)=[C:7]([NH2:9])[CH:8]=1.Cl.[N:23]1([CH2:29][CH2:30][O:31][C:32]2[CH:40]=[CH:39][C:35]([C:36](Cl)=O)=[CH:34][CH:33]=2)[CH2:28][CH2:27][CH2:26][CH2:25][CH2:24]1. (5) Given the product [Br:44][CH2:12][C:9]1[CH:10]=[CH:11][C:6]([O:5][Si:4]([CH:17]([CH3:19])[CH3:18])([CH:14]([CH3:16])[CH3:15])[CH:2]([CH3:3])[CH3:1])=[CH:7][CH:8]=1, predict the reactants needed to synthesize it. The reactants are: [CH3:1][CH:2]([Si:4]([CH:17]([CH3:19])[CH3:18])([CH:14]([CH3:16])[CH3:15])[O:5][C:6]1[CH:11]=[CH:10][C:9]([CH2:12]O)=[CH:8][CH:7]=1)[CH3:3].C1(P(C2C=CC=CC=2)C2C=CC=CC=2)C=CC=CC=1.N1C=CN=C1.[Br:44]Br.C1(P(=O)(C2C=CC=CC=2)C2C=CC=CC=2)C=CC=CC=1. (6) Given the product [C:1]([O:5][C:6]([N:8]1[CH2:12][C:11](=[CH2:13])[CH2:10][C@H:9]1[CH2:14][OH:15])=[O:7])([CH3:4])([CH3:3])[CH3:2], predict the reactants needed to synthesize it. The reactants are: [C:1]([O:5][C:6]([N:8]1[CH2:12][C:11](=[CH2:13])[CH2:10][C@H:9]1[C:14](O)=[O:15])=[O:7])([CH3:4])([CH3:3])[CH3:2].CN1CCOCC1.[BH4-].[Na+].CCOCC. (7) Given the product [CH3:23][C:9]1[N:10]=[CH:11][C:12]([C:27]2[CH:32]=[CH:31][N:30]=[C:29]([NH:33][C:34]3[CH:39]=[CH:38][N:37]=[C:36]([CH3:40])[N:35]=3)[CH:50]=2)=[CH:13][C:8]=1[N:4]1[CH2:5][CH2:6][CH2:7][N:2]([CH3:1])[S:3]1(=[O:24])=[O:25], predict the reactants needed to synthesize it. The reactants are: [CH3:1][N:2]1[CH2:7][CH2:6][CH2:5][N:4]([C:8]2[C:9]([CH3:23])=[N:10][CH:11]=[C:12](B3OC(C)(C)C(C)(C)O3)[CH:13]=2)[S:3]1(=[O:25])=[O:24].Cl[C:27]1[CH:32]=[CH:31][N:30]=[C:29]([NH:33][C:34]2[CH:39]=[CH:38][N:37]=[C:36]([CH3:40])[N:35]=2)N=1.P([O-])([O-])([O-])=O.[K+].[K+].[K+].O1CCOC[CH2:50]1. (8) Given the product [Cl:32][C:33]1[CH:38]=[C:37]([C:12]2[N:13]([CH:18]3[CH2:19][CH2:20][CH2:21][CH2:22][CH2:23]3)[N:14]=[C:15]3[C:11]=2[CH2:10][CH2:9][NH:8][CH2:17][CH2:16]3)[CH:36]=[CH:35][CH:34]=1, predict the reactants needed to synthesize it. The reactants are: C(OC([N:8]1[CH2:17][CH2:16][C:15]2[C:11](=[C:12](OS(C(F)(F)F)(=O)=O)[N:13]([CH:18]3[CH2:23][CH2:22][CH2:21][CH2:20][CH2:19]3)[N:14]=2)[CH2:10][CH2:9]1)=O)(C)(C)C.[Cl:32][C:33]1[CH:34]=[C:35](B(O)O)[CH:36]=[CH:37][CH:38]=1. (9) Given the product [CH2:21]([O:20][C:18](=[O:19])[CH:17]([O:9][C:6]1[CH:7]=[CH:8][C:3]([O:2][CH3:1])=[CH:4][CH:5]=1)[CH3:23])[CH3:22], predict the reactants needed to synthesize it. The reactants are: [CH3:1][O:2][C:3]1[CH:8]=[CH:7][C:6]([OH:9])=[CH:5][CH:4]=1.C([O-])([O-])=O.[K+].[K+].Br[CH:17]([CH3:23])[C:18]([O:20][CH2:21][CH3:22])=[O:19]. (10) Given the product [N:48]1([CH2:47][CH2:46][O:22][C:19]2[CH:20]=[CH:21][C:16]([NH2:15])=[C:17]([N+:23]([O-:25])=[O:24])[CH:18]=2)[CH2:53][CH2:52][O:51][CH2:50][CH2:49]1, predict the reactants needed to synthesize it. The reactants are: N(C(OC(C)C)=O)=NC(OC(C)C)=O.[NH2:15][C:16]1[CH:21]=[CH:20][C:19]([OH:22])=[CH:18][C:17]=1[N+:23]([O-:25])=[O:24].C1(P(C2C=CC=CC=2)C2C=CC=CC=2)C=CC=CC=1.O[CH2:46][CH2:47][N:48]1[CH2:53][CH2:52][O:51][CH2:50][CH2:49]1.